Predict the reactants needed to synthesize the given product. From a dataset of Full USPTO retrosynthesis dataset with 1.9M reactions from patents (1976-2016). (1) Given the product [Cl:48][C:45]1[CH:44]=[CH:43][C:42]([CH2:41][C@@H:21]([NH:20][C:63]([NH:64][CH2:65][CH2:66][CH2:67][NH2:68])=[O:62])[C:22]([N:24]2[CH2:25][CH2:26][N:27]([C:30]3[CH:35]=[CH:34][CH:33]=[CH:32][C:31]=3[NH:36][S:37]([CH3:40])(=[O:38])=[O:39])[CH2:28][CH2:29]2)=[O:23])=[CH:47][CH:46]=1, predict the reactants needed to synthesize it. The reactants are: ClC(Cl)(OC(=O)OC(Cl)(Cl)Cl)Cl.OC(C(F)(F)F)=O.[NH2:20][C@H:21]([CH2:41][C:42]1[CH:47]=[CH:46][C:45]([Cl:48])=[CH:44][CH:43]=1)[C:22]([N:24]1[CH2:29][CH2:28][N:27]([C:30]2[CH:35]=[CH:34][CH:33]=[CH:32][C:31]=2[NH:36][S:37]([CH3:40])(=[O:39])=[O:38])[CH2:26][CH2:25]1)=[O:23].CCN(C(C)C)C(C)C.C([O:62][C:63](=O)[NH:64][CH2:65][CH2:66][CH2:67][NH2:68])(C)(C)C. (2) Given the product [CH2:12]([N:14]([CH2:18][CH3:19])[CH2:15][CH2:16][S:1][CH2:2][CH2:3][OH:4])[CH3:13], predict the reactants needed to synthesize it. The reactants are: [SH:1][CH2:2][CH2:3][OH:4].C(=O)([O-])[O-].[Na+].[Na+].Br.[CH2:12]([N:14]([CH2:18][CH3:19])[CH2:15][CH2:16]Br)[CH3:13]. (3) Given the product [F:1][C:2]1[CH:7]=[CH:6][C:5]([NH:8][CH3:9])=[CH:4][C:3]=1[NH:11][C:12](=[O:18])[O:13][C:14]([CH3:16])([CH3:15])[CH3:17], predict the reactants needed to synthesize it. The reactants are: [F:1][C:2]1[CH:7]=[CH:6][C:5]([NH:8][CH:9]=O)=[CH:4][C:3]=1[NH:11][C:12](=[O:18])[O:13][C:14]([CH3:17])([CH3:16])[CH3:15].CO.C(O)(=O)C.